The task is: Predict which catalyst facilitates the given reaction.. This data is from Catalyst prediction with 721,799 reactions and 888 catalyst types from USPTO. Reactant: [CH2:1]([N:3]([CH3:25])[C:4]1[N:24]=[C:7]2[CH:8]=[C:9]([NH:12][C:13]([C:15]3[N:19]([CH3:20])[N:18]=[CH:17][C:16]=3[C:21]([OH:23])=O)=[O:14])[CH:10]=[CH:11][N:6]2[N:5]=1)[CH3:2].[NH:26]1[CH2:29][CH2:28][CH2:27]1.CCCP(=O)=O.C(N(CC)C(C)C)(C)C. Product: [CH2:1]([N:3]([CH3:25])[C:4]1[N:24]=[C:7]2[CH:8]=[C:9]([NH:12][C:13]([C:15]3[N:19]([CH3:20])[N:18]=[CH:17][C:16]=3[C:21]([N:26]3[CH2:29][CH2:28][CH2:27]3)=[O:23])=[O:14])[CH:10]=[CH:11][N:6]2[N:5]=1)[CH3:2]. The catalyst class is: 7.